From a dataset of Reaction yield outcomes from USPTO patents with 853,638 reactions. Predict the reaction yield, written as a fraction of the theoretical maximum amount of product (1.0 means a 100% yield; for example, 0.34 means a 34% yield). The reactants are O.[OH-].[Cs+].[Br:4][C:5]1[CH:11]=[CH:10][CH:9]=[CH:8][C:6]=1[NH2:7].I[CH2:13][CH2:14][CH2:15][CH2:16][CH2:17][CH2:18][CH2:19][CH2:20][CH2:21][CH2:22][CH2:23][CH3:24]. The catalyst is CN(C)C=O. The product is [Br:4][C:5]1[CH:11]=[CH:10][CH:9]=[CH:8][C:6]=1[NH:7][CH2:24][CH2:23][CH2:22][CH2:21][CH2:20][CH2:19][CH2:18][CH2:17][CH2:16][CH2:15][CH2:14][CH3:13]. The yield is 0.920.